From a dataset of NCI-60 drug combinations with 297,098 pairs across 59 cell lines. Regression. Given two drug SMILES strings and cell line genomic features, predict the synergy score measuring deviation from expected non-interaction effect. (1) Drug 1: CN(C)N=NC1=C(NC=N1)C(=O)N. Drug 2: CC1C(C(=O)NC(C(=O)N2CCCC2C(=O)N(CC(=O)N(C(C(=O)O1)C(C)C)C)C)C(C)C)NC(=O)C3=C4C(=C(C=C3)C)OC5=C(C(=O)C(=C(C5=N4)C(=O)NC6C(OC(=O)C(N(C(=O)CN(C(=O)C7CCCN7C(=O)C(NC6=O)C(C)C)C)C)C(C)C)C)N)C. Cell line: OVCAR-5. Synergy scores: CSS=0.971, Synergy_ZIP=4.80, Synergy_Bliss=6.37, Synergy_Loewe=4.30, Synergy_HSA=4.73. (2) Drug 1: CCC1(C2=C(COC1=O)C(=O)N3CC4=CC5=C(C=CC(=C5CN(C)C)O)N=C4C3=C2)O.Cl. Drug 2: CC1C(C(CC(O1)OC2CC(CC3=C2C(=C4C(=C3O)C(=O)C5=C(C4=O)C(=CC=C5)OC)O)(C(=O)CO)O)N)O.Cl. Cell line: OVCAR-8. Synergy scores: CSS=36.2, Synergy_ZIP=-12.3, Synergy_Bliss=-12.9, Synergy_Loewe=-8.17, Synergy_HSA=-6.81. (3) Drug 1: CN(CC1=CN=C2C(=N1)C(=NC(=N2)N)N)C3=CC=C(C=C3)C(=O)NC(CCC(=O)O)C(=O)O. Drug 2: C1=NC2=C(N=C(N=C2N1C3C(C(C(O3)CO)O)F)Cl)N. Cell line: M14. Synergy scores: CSS=13.8, Synergy_ZIP=-3.53, Synergy_Bliss=-2.50, Synergy_Loewe=0.0525, Synergy_HSA=-0.700. (4) Drug 1: CCCS(=O)(=O)NC1=C(C(=C(C=C1)F)C(=O)C2=CNC3=C2C=C(C=N3)C4=CC=C(C=C4)Cl)F. Drug 2: CC12CCC3C(C1CCC2O)C(CC4=C3C=CC(=C4)O)CCCCCCCCCS(=O)CCCC(C(F)(F)F)(F)F. Cell line: SK-MEL-2. Synergy scores: CSS=1.23, Synergy_ZIP=1.10, Synergy_Bliss=7.54, Synergy_Loewe=2.46, Synergy_HSA=3.95. (5) Drug 1: C1CCN(CC1)CCOC2=CC=C(C=C2)C(=O)C3=C(SC4=C3C=CC(=C4)O)C5=CC=C(C=C5)O. Drug 2: CCC1(CC2CC(C3=C(CCN(C2)C1)C4=CC=CC=C4N3)(C5=C(C=C6C(=C5)C78CCN9C7C(C=CC9)(C(C(C8N6C)(C(=O)OC)O)OC(=O)C)CC)OC)C(=O)OC)O.OS(=O)(=O)O. Cell line: M14. Synergy scores: CSS=35.9, Synergy_ZIP=5.04, Synergy_Bliss=7.28, Synergy_Loewe=-34.4, Synergy_HSA=5.03. (6) Drug 1: CCC1(C2=C(COC1=O)C(=O)N3CC4=CC5=C(C=CC(=C5CN(C)C)O)N=C4C3=C2)O.Cl. Drug 2: B(C(CC(C)C)NC(=O)C(CC1=CC=CC=C1)NC(=O)C2=NC=CN=C2)(O)O. Cell line: SR. Synergy scores: CSS=78.0, Synergy_ZIP=-1.05, Synergy_Bliss=-1.42, Synergy_Loewe=-3.18, Synergy_HSA=-0.209.